From a dataset of Reaction yield outcomes from USPTO patents with 853,638 reactions. Predict the reaction yield, written as a fraction of the theoretical maximum amount of product (1.0 means a 100% yield; for example, 0.34 means a 34% yield). (1) The reactants are [C:1]1([C:20]2[CH:25]=[CH:24][CH:23]=[CH:22][CH:21]=2)[CH:6]=[CH:5][C:4]([C@@H:7]2[CH2:12][CH2:11][NH:10][CH2:9][C@H:8]2[NH:13][S:14]([CH:17]([CH3:19])[CH3:18])(=[O:16])=[O:15])=[CH:3][CH:2]=1.C=O.[BH-](OC(C)=O)(OC(C)=O)O[C:30](C)=O.[Na+]. The catalyst is ClCCCl. The product is [C:1]1([C:20]2[CH:21]=[CH:22][CH:23]=[CH:24][CH:25]=2)[CH:2]=[CH:3][C:4]([C@@H:7]2[CH2:12][CH2:11][N:10]([CH3:30])[CH2:9][C@H:8]2[NH:13][S:14]([CH:17]([CH3:19])[CH3:18])(=[O:16])=[O:15])=[CH:5][CH:6]=1. The yield is 0.710. (2) The reactants are [F:1][C:2]([F:11])([F:10])[C:3]1[N:4]=[CH:5][C:6]([NH2:9])=[N:7][CH:8]=1.Br[C:13]1[C:14](=[O:21])[N:15]([CH3:20])[N:16]=[C:17]([Cl:19])[CH:18]=1.C(=O)([O-])[O-].[Cs+].[Cs+]. The catalyst is O1CCOCC1.C1C=CC(/C=C/C(/C=C/C2C=CC=CC=2)=O)=CC=1.C1C=CC(/C=C/C(/C=C/C2C=CC=CC=2)=O)=CC=1.C1C=CC(/C=C/C(/C=C/C2C=CC=CC=2)=O)=CC=1.[Pd].[Pd]. The product is [Cl:19][C:17]1[CH:18]=[C:13]([NH:9][C:6]2[CH:5]=[N:4][C:3]([C:2]([F:1])([F:10])[F:11])=[CH:8][N:7]=2)[C:14](=[O:21])[N:15]([CH3:20])[N:16]=1. The yield is 0.720. (3) The reactants are C(Cl)(=O)C(Cl)=O.CS(C)=O.[CH3:11][C:12]([C:17]1[CH:22]=[CH:21][CH:20]=[CH:19][CH:18]=1)([CH3:16])[CH2:13][CH2:14][OH:15].C(N(CC)CC)C. The catalyst is ClCCl. The product is [CH3:16][C:12]([C:17]1[CH:22]=[CH:21][CH:20]=[CH:19][CH:18]=1)([CH3:11])[CH2:13][CH:14]=[O:15]. The yield is 0.900. (4) The reactants are [Br:1][C:2]1[CH:3]=[C:4]([N:22]([CH3:29])[CH:23]2[CH2:28][CH2:27][NH:26][CH2:25][CH2:24]2)[C:5]([CH3:21])=[C:6]([CH:20]=1)[C:7]([NH:9][CH2:10][C:11]1[C:12](=[O:19])[NH:13][C:14]([CH3:18])=[CH:15][C:16]=1[CH3:17])=[O:8].[C:30](O)(=[O:32])[CH3:31].C1CN([P+](ON2N=NC3C=CC=CC2=3)(N2CCCC2)N2CCCC2)CC1.F[P-](F)(F)(F)(F)F. The catalyst is CS(C)=O. The product is [C:30]([N:26]1[CH2:27][CH2:28][CH:23]([N:22]([CH3:29])[C:4]2[C:5]([CH3:21])=[C:6]([CH:20]=[C:2]([Br:1])[CH:3]=2)[C:7]([NH:9][CH2:10][C:11]2[C:12](=[O:19])[NH:13][C:14]([CH3:18])=[CH:15][C:16]=2[CH3:17])=[O:8])[CH2:24][CH2:25]1)(=[O:32])[CH3:31]. The yield is 0.170. (5) The reactants are [NH2:1][C:2]1[NH:3][C:4](=O)[C:5]2[S:10][C:9](=[O:11])[N:8]([C@@H:12]3[O:24][C@H:23]([CH2:25][O:26][C:27](=[O:29])[CH3:28])[C@@H:18]([O:19][C:20](=[O:22])[CH3:21])[C@H:13]3[O:14][C:15](=[O:17])[CH3:16])[C:6]=2[N:7]=1.P12(SP3(SP(SP(S3)(S1)=S)(=S)S2)=S)=[S:32]. The catalyst is N1C=CC=CC=1. The product is [NH2:1][C:2]1[NH:3][C:4](=[S:32])[C:5]2[S:10][C:9](=[O:11])[N:8]([C@@H:12]3[O:24][C@H:23]([CH2:25][O:26][C:27](=[O:29])[CH3:28])[C@@H:18]([O:19][C:20](=[O:22])[CH3:21])[C@H:13]3[O:14][C:15](=[O:17])[CH3:16])[C:6]=2[N:7]=1. The yield is 0.900. (6) The reactants are [Br:1][C:2]1[CH:3]=[C:4]([F:10])[C:5]([F:9])=[C:6]([OH:8])[CH:7]=1.C([O-])([O-])=O.[K+].[K+].[CH2:17]1[O:19][C@H:18]1[CH2:20]OS(C1C=C([N+]([O-])=O)C=CC=1)(=O)=O. The catalyst is CC(C)=O. The product is [Br:1][C:2]1[CH:3]=[C:4]([F:10])[C:5]([F:9])=[C:6]([CH:7]=1)[O:8][CH2:20][C@H:18]1[CH2:17][O:19]1. The yield is 0.970. (7) The reactants are [CH3:1][C:2]1[O:6][N:5]=[C:4]([C:7]2[CH:12]=[CH:11][CH:10]=[CH:9][CH:8]=2)[C:3]=1[CH2:13][O:14][C:15]1[CH:23]=[CH:22][C:18]([C:19]([OH:21])=O)=[CH:17][N:16]=1.[NH:24]1[CH2:29][CH2:28][S:27][CH2:26][CH2:25]1. No catalyst specified. The product is [CH3:1][C:2]1[O:6][N:5]=[C:4]([C:7]2[CH:8]=[CH:9][CH:10]=[CH:11][CH:12]=2)[C:3]=1[CH2:13][O:14][C:15]1[N:16]=[CH:17][C:18]([C:19]([N:24]2[CH2:29][CH2:28][S:27][CH2:26][CH2:25]2)=[O:21])=[CH:22][CH:23]=1. The yield is 0.970. (8) The reactants are [CH3:1][CH:2]([CH3:14])[CH2:3][CH:4]([C:7]([CH2:9][Si:10]([CH3:13])([CH3:12])[CH3:11])=[CH2:8])[CH2:5][OH:6].C(N(CC)CC)C.[C:22]1([CH3:32])[CH:27]=[CH:26][C:25]([S:28](Cl)(=[O:30])=[O:29])=[CH:24][CH:23]=1.O. The yield is 0.740. The catalyst is C(Cl)Cl.CN(C1C=CN=CC=1)C. The product is [CH3:32][C:22]1[CH:27]=[CH:26][C:25]([S:28]([O:6][CH2:5][CH:4]([C:7]([CH2:9][Si:10]([CH3:13])([CH3:11])[CH3:12])=[CH2:8])[CH2:3][CH:2]([CH3:14])[CH3:1])(=[O:30])=[O:29])=[CH:24][CH:23]=1.